This data is from Forward reaction prediction with 1.9M reactions from USPTO patents (1976-2016). The task is: Predict the product of the given reaction. (1) Given the reactants [CH3:1][N:2]1[CH:6]=[N:5][CH:4]=[N:3]1.[CH3:7][O:8][N:9]([CH3:13])[C:10](Cl)=[O:11], predict the reaction product. The product is: [CH3:7][O:8][N:9]([CH3:13])[C:10]([C:6]1[N:2]([CH3:1])[N:3]=[CH:4][N:5]=1)=[O:11]. (2) Given the reactants Br[C:2]1[CH:10]=[CH:9][C:5]([N:6]([CH3:8])[CH3:7])=[CH:4][CH:3]=1.[CH3:11][O:12][C:13]1[CH:18]=[CH:17][C:16]([N:19]2[CH2:24][CH2:23][N:22]([C:25]3[C:26]([CH3:39])=[C:27]([CH3:38])[C:28]4[O:32][C:31]([CH3:34])([CH3:33])[C:30](=[O:35])[C:29]=4[C:36]=3[CH3:37])[CH2:21][CH2:20]2)=[CH:15][CH:14]=1, predict the reaction product. The product is: [CH3:11][O:12][C:13]1[CH:14]=[CH:15][C:16]([N:19]2[CH2:20][CH2:21][N:22]([C:25]3[C:26]([CH3:39])=[C:27]([CH3:38])[C:28]4[O:32][C:31]([CH3:34])([CH3:33])[C:30]([C:2]5[CH:10]=[CH:9][C:5]([N:6]([CH3:8])[CH3:7])=[CH:4][CH:3]=5)([OH:35])[C:29]=4[C:36]=3[CH3:37])[CH2:23][CH2:24]2)=[CH:17][CH:18]=1. (3) Given the reactants [Br:1][C:2]1[CH:7]=[CH:6][N:5]=[CH:4][C:3]=1[CH:8]=O.Cl.[F:11][C:12]1[CH:17]=[CH:16][C:15]([NH:18][NH2:19])=[CH:14][CH:13]=1.C([O-])(=O)C.[Na+], predict the reaction product. The product is: [Br:1][C:2]1[CH:7]=[CH:6][N:5]=[CH:4][C:3]=1/[CH:8]=[N:19]/[NH:18][C:15]1[CH:16]=[CH:17][C:12]([F:11])=[CH:13][CH:14]=1. (4) Given the reactants [NH2:1][C:2]1[CH:18]=[CH:17][C:5]([O:6][C:7]2[CH:12]=[CH:11][N:10]=[C:9]([NH2:13])[C:8]=2[N+:14]([O-:16])=[O:15])=[CH:4][C:3]=1[S:19][CH3:20].[F:21][C:22]1[CH:27]=[CH:26][C:25]([C:28]([F:31])([F:30])[F:29])=[CH:24][C:23]=1[N:32]=[C:33]=[O:34], predict the reaction product. The product is: [NH2:13][C:9]1[C:8]([N+:14]([O-:16])=[O:15])=[C:7]([O:6][C:5]2[CH:17]=[CH:18][C:2]([NH:1][C:33]([NH:32][C:23]3[CH:24]=[C:25]([C:28]([F:29])([F:31])[F:30])[CH:26]=[CH:27][C:22]=3[F:21])=[O:34])=[C:3]([S:19][CH3:20])[CH:4]=2)[CH:12]=[CH:11][N:10]=1. (5) Given the reactants [C:1]1([CH2:7][C:8]([O:10][CH2:11][CH3:12])=[O:9])[CH:6]=[CH:5][CH:4]=[CH:3][CH:2]=1.[C:13](=O)([O-])[O-].[K+].[K+].C=O.Cl, predict the reaction product. The product is: [CH2:11]([O:10][C:8](=[O:9])[C:7]([C:1]1[CH:6]=[CH:5][CH:4]=[CH:3][CH:2]=1)=[CH2:13])[CH3:12]. (6) Given the reactants Cl.[CH3:2][NH:3][CH3:4].[Cl-].C[Al+]C.C(O[C:12]([C:14]1[C:18]([N+:19]([O-:21])=[O:20])=[CH:17][N:16]([CH2:22][CH2:23][O:24][CH3:25])[N:15]=1)=[O:13])C.O, predict the reaction product. The product is: [CH3:2][N:3]([CH3:4])[C:12]([C:14]1[C:18]([N+:19]([O-:21])=[O:20])=[CH:17][N:16]([CH2:22][CH2:23][O:24][CH3:25])[N:15]=1)=[O:13]. (7) Given the reactants [CH3:1][O:2][C:3]1[CH:4]=[C:5]([C:11]2[N:16]=[CH:15][C:14]3[CH:17]=[N:18][N:19]([CH:20]4[CH2:25][CH2:24][CH2:23][CH2:22][O:21]4)[C:13]=3[CH:12]=2)C=[C:7]([O:9][CH3:10])[CH:8]=1.S(Cl)([Cl:29])(=O)=O.[CH2:31]([Cl:33])Cl, predict the reaction product. The product is: [Cl:29][C:4]1[C:3]([O:2][CH3:1])=[CH:8][C:7]([O:9][CH3:10])=[C:31]([Cl:33])[C:5]=1[C:11]1[N:16]=[CH:15][C:14]2[CH:17]=[N:18][N:19]([CH:20]3[CH2:25][CH2:24][CH2:23][CH2:22][O:21]3)[C:13]=2[CH:12]=1. (8) Given the reactants F[C:2]1[CH:9]=[CH:8][C:5]([C:6]#[N:7])=[CH:4][CH:3]=1.[Na].[SH:11][C:12]1[N:13]=[N:14][NH:15][CH:16]=1, predict the reaction product. The product is: [NH:15]1[CH:16]=[C:12]([S:11][C:2]2[CH:9]=[CH:8][C:5]([C:6]#[N:7])=[CH:4][CH:3]=2)[N:13]=[N:14]1.